This data is from HIV replication inhibition screening data with 41,000+ compounds from the AIDS Antiviral Screen. The task is: Binary Classification. Given a drug SMILES string, predict its activity (active/inactive) in a high-throughput screening assay against a specified biological target. (1) The molecule is COc1cc(C#N)c(NC(=S)N2CCN(C(=O)c3ccco3)CC2)cc1OC. The result is 0 (inactive). (2) The drug is O=C1N[Se](=O)c2ccccc21. The result is 1 (active). (3) The drug is CC(=O)N1c2ccccc2C2=CC3C4C(=O)N(c5ccccc5)C(=O)C4C21C1C(=O)N(c2ccccc2)C(=O)C31. The result is 0 (inactive).